This data is from Catalyst prediction with 721,799 reactions and 888 catalyst types from USPTO. The task is: Predict which catalyst facilitates the given reaction. (1) Reactant: [C:1]([N:8]([C:33]([O:35][C:36]([CH3:39])([CH3:38])[CH3:37])=[O:34])[C:9]1[N:14]=[C:13]([C:15]2[CH:20]=[CH:19][N:18]=[CH:17][C:16]=2[NH:21]C(=O)OCC2C=CC=CC=2)[CH:12]=[C:11]([CH3:32])[N:10]=1)([O:3][C:4]([CH3:7])([CH3:6])[CH3:5])=[O:2]. Product: [NH2:21][C:16]1[CH:17]=[N:18][CH:19]=[CH:20][C:15]=1[C:13]1[CH:12]=[C:11]([CH3:32])[N:10]=[C:9]([N:8]([C:33]([O:35][C:36]([CH3:39])([CH3:38])[CH3:37])=[O:34])[C:1]([O:3][C:4]([CH3:6])([CH3:7])[CH3:5])=[O:2])[N:14]=1. The catalyst class is: 99. (2) Reactant: [Br:1][C:2]1[CH:12]=[CH:11][C:5]([O:6][CH2:7][C:8](O)=[O:9])=[CH:4][CH:3]=1.C(Cl)(=O)C(Cl)=O.C[N:20](C=O)C. Product: [Br:1][C:2]1[CH:12]=[CH:11][C:5]([O:6][CH2:7][C:8]([NH2:20])=[O:9])=[CH:4][CH:3]=1. The catalyst class is: 4. (3) Reactant: [F:1][C:2]1[CH:11]=[C:10]2[C:5]([CH2:6][CH2:7][N:8](C(=O)C(F)(F)F)[CH2:9]2)=[CH:4][C:3]=1[N+:18]([O-:20])=[O:19].[ClH:21]. Product: [ClH:21].[F:1][C:2]1[CH:11]=[C:10]2[C:5]([CH2:6][CH2:7][NH:8][CH2:9]2)=[CH:4][C:3]=1[N+:18]([O-:20])=[O:19]. The catalyst class is: 5. (4) Reactant: [Br:1][C:2]1[C:7]([O:8][CH3:9])=[CH:6][CH:5]=[C:4](I)[N:3]=1.C([Li])CCC.[CH3:16][C:17]([CH3:19])=[O:18].O. Product: [Br:1][C:2]1[N:3]=[C:4]([C:17]([OH:18])([CH3:19])[CH3:16])[CH:5]=[CH:6][C:7]=1[O:8][CH3:9]. The catalyst class is: 133. (5) Reactant: [Br:1][C:2]1[CH:3]=[C:4](B(O)O)[C:5]([F:8])=[N:6][CH:7]=1.C(=O)([O-])[O-].[Na+].[Na+].[F:18][C:19]1[CH:24]=[CH:23][C:22]([CH:25]=[CH2:26])=[CH:21][CH:20]=1. Product: [Br:1][C:2]1[CH:3]=[C:4](/[CH:26]=[CH:25]/[C:22]2[CH:23]=[CH:24][C:19]([F:18])=[CH:20][CH:21]=2)[C:5]([F:8])=[N:6][CH:7]=1. The catalyst class is: 613. (6) Reactant: [CH2:1]([NH:3][C:4]([O:6][CH2:7][CH3:8])=[O:5])[CH3:2].[CH2:9]=[O:10]. Product: [CH2:1]([N:3]([CH2:9][OH:10])[C:4]([O:6][CH2:7][CH3:8])=[O:5])[CH3:2]. The catalyst class is: 6. (7) Reactant: [OH:1][C@H:2]1[CH2:7][CH2:6][CH2:5][C@@H:4]([NH:8][C:9]2[C:14]([C:15]([NH2:17])=[O:16])=[CH:13][N:12]=[C:11](S(C)(=O)=O)[N:10]=2)[CH2:3]1.Cl.[F:23][C:24]1([F:31])[CH2:29][CH2:28][CH:27]([NH2:30])[CH2:26][CH2:25]1.CCN(C(C)C)C(C)C. The catalyst class is: 16. Product: [F:23][C:24]1([F:31])[CH2:29][CH2:28][CH:27]([NH:30][C:11]2[N:10]=[C:9]([NH:8][C@@H:4]3[CH2:5][CH2:6][CH2:7][C@H:2]([OH:1])[CH2:3]3)[C:14]([C:15]([NH2:17])=[O:16])=[CH:13][N:12]=2)[CH2:26][CH2:25]1.